From a dataset of Forward reaction prediction with 1.9M reactions from USPTO patents (1976-2016). Predict the product of the given reaction. (1) Given the reactants [CH:1]1([NH:4][C:5](=[O:37])[NH:6][C:7]2[CH:35]=[CH:34][C:10]([O:11][C:12]3[CH:17]=[CH:16][N:15]=[C:14]4[CH:18]=[C:19]([C:21]5[CH2:26][CH2:25][N:24](C(OCCCC)=O)[CH2:23][CH:22]=5)[S:20][C:13]=34)=[C:9]([F:36])[CH:8]=2)[CH2:3][CH2:2]1.[ClH:38].CCOC(C)=O, predict the reaction product. The product is: [ClH:38].[ClH:38].[CH:1]1([NH:4][C:5]([NH:6][C:7]2[CH:35]=[CH:34][C:10]([O:11][C:12]3[CH:17]=[CH:16][N:15]=[C:14]4[CH:18]=[C:19]([C:21]5[CH2:26][CH2:25][NH:24][CH2:23][CH:22]=5)[S:20][C:13]=34)=[C:9]([F:36])[CH:8]=2)=[O:37])[CH2:3][CH2:2]1. (2) Given the reactants [NH2:1][C:2]1[CH:7]=[CH:6][C:5]([C:8]2[N:12]([CH3:13])[C:11]([C:14]#[N:15])=[CH:10][CH:9]=2)=[CH:4][CH:3]=1.[CH:16]([C:19]1[CH:24]=[CH:23][C:22]([S:25](Cl)(=[O:27])=[O:26])=[CH:21][CH:20]=1)([CH3:18])[CH3:17], predict the reaction product. The product is: [C:14]([C:11]1[N:12]([CH3:13])[C:8]([C:5]2[CH:6]=[CH:7][C:2]([NH:1][S:25]([C:22]3[CH:23]=[CH:24][C:19]([CH:16]([CH3:18])[CH3:17])=[CH:20][CH:21]=3)(=[O:27])=[O:26])=[CH:3][CH:4]=2)=[CH:9][CH:10]=1)#[N:15]. (3) Given the reactants [NH2:1][C:2]1[C:10]([CH3:11])=[CH:9][CH:8]=[CH:7][C:3]=1[C:4]([NH2:6])=[O:5].[N:12]12[CH2:19][CH2:18][CH:15]([CH2:16][CH2:17]1)[CH:14]([CH2:20][C:21](Cl)=O)[CH2:13]2, predict the reaction product. The product is: [N:12]12[CH2:19][CH2:18][CH:15]([CH2:16][CH2:17]1)[CH:14]([CH2:20][C:21]1[NH:6][C:4](=[O:5])[C:3]3[C:2](=[C:10]([CH3:11])[CH:9]=[CH:8][CH:7]=3)[N:1]=1)[CH2:13]2. (4) Given the reactants [O:1]1[CH2:6][CH2:5][CH2:4][CH2:3][CH:2]1[O:7][CH2:8][CH2:9][CH2:10][CH2:11][CH2:12][CH2:13][CH2:14][CH2:15]/[C:16](/[C:22](/[CH2:28][CH2:29][CH2:30][CH2:31][CH2:32][CH2:33][CH2:34][CH2:35][O:36][CH:37]1[CH2:42][CH2:41][CH2:40][CH2:39][O:38]1)=[CH:23]/[C:24]([O:26][CH3:27])=[O:25])=[CH:17]\[C:18]([O:20][CH3:21])=[O:19], predict the reaction product. The product is: [O:1]1[CH2:6][CH2:5][CH2:4][CH2:3][CH:2]1[O:7][CH2:8][CH2:9][CH2:10][CH2:11][CH2:12][CH2:13][CH2:14][CH2:15][C:16](=[C:22]([CH2:28][CH2:29][CH2:30][CH2:31][CH2:32][CH2:33][CH2:34][CH2:35][O:36][CH:37]1[CH2:42][CH2:41][CH2:40][CH2:39][O:38]1)[CH2:23][C:24]([O:26][CH3:27])=[O:25])[CH2:17][C:18]([O:20][CH3:21])=[O:19].